From a dataset of Full USPTO retrosynthesis dataset with 1.9M reactions from patents (1976-2016). Predict the reactants needed to synthesize the given product. The reactants are: C(OC([NH:8][CH:9]1[C:17]2[C:12](=[CH:13][CH:14]=[CH:15][CH:16]=2)[CH2:11][CH:10]1[C:18]([OH:20])=[O:19])=O)(C)(C)C.S(Cl)([Cl:23])=O.[CH3:25]O. Given the product [ClH:23].[NH2:8][CH:9]1[C:17]2[C:12](=[CH:13][CH:14]=[CH:15][CH:16]=2)[CH2:11][CH:10]1[C:18]([O:20][CH3:25])=[O:19], predict the reactants needed to synthesize it.